This data is from NCI-60 drug combinations with 297,098 pairs across 59 cell lines. The task is: Regression. Given two drug SMILES strings and cell line genomic features, predict the synergy score measuring deviation from expected non-interaction effect. (1) Drug 1: CS(=O)(=O)OCCCCOS(=O)(=O)C. Drug 2: C(CN)CNCCSP(=O)(O)O. Cell line: DU-145. Synergy scores: CSS=10.8, Synergy_ZIP=1.63, Synergy_Bliss=-4.32, Synergy_Loewe=-8.22, Synergy_HSA=-2.92. (2) Drug 1: C1CC(=O)NC(=O)C1N2CC3=C(C2=O)C=CC=C3N. Drug 2: C1CC(=O)NC(=O)C1N2C(=O)C3=CC=CC=C3C2=O. Cell line: 786-0. Synergy scores: CSS=-1.31, Synergy_ZIP=-1.34, Synergy_Bliss=-2.45, Synergy_Loewe=-3.66, Synergy_HSA=-3.59. (3) Drug 1: C1=NC2=C(N1)C(=S)N=C(N2)N. Drug 2: CN(CCCl)CCCl.Cl. Cell line: NCI-H322M. Synergy scores: CSS=22.4, Synergy_ZIP=-5.51, Synergy_Bliss=-7.73, Synergy_Loewe=-14.1, Synergy_HSA=-10.6. (4) Drug 1: CCC1(C2=C(COC1=O)C(=O)N3CC4=CC5=C(C=CC(=C5CN(C)C)O)N=C4C3=C2)O.Cl. Drug 2: C1CCC(C(C1)N)N.C(=O)(C(=O)[O-])[O-].[Pt+4]. Cell line: MCF7. Synergy scores: CSS=35.3, Synergy_ZIP=6.35, Synergy_Bliss=16.7, Synergy_Loewe=-4.98, Synergy_HSA=15.6. (5) Drug 1: CCCS(=O)(=O)NC1=C(C(=C(C=C1)F)C(=O)C2=CNC3=C2C=C(C=N3)C4=CC=C(C=C4)Cl)F. Synergy scores: CSS=6.21, Synergy_ZIP=-0.676, Synergy_Bliss=5.37, Synergy_Loewe=3.23, Synergy_HSA=3.96. Cell line: T-47D. Drug 2: C1CC(=O)NC(=O)C1N2C(=O)C3=CC=CC=C3C2=O. (6) Drug 1: CC1C(C(CC(O1)OC2CC(CC3=C2C(=C4C(=C3O)C(=O)C5=C(C4=O)C(=CC=C5)OC)O)(C(=O)C)O)N)O.Cl. Drug 2: C1CC(=O)NC(=O)C1N2C(=O)C3=CC=CC=C3C2=O. Cell line: LOX IMVI. Synergy scores: CSS=14.9, Synergy_ZIP=1.65, Synergy_Bliss=2.11, Synergy_Loewe=-28.2, Synergy_HSA=1.43. (7) Drug 1: CN(C)N=NC1=C(NC=N1)C(=O)N. Drug 2: CN(C(=O)NC(C=O)C(C(C(CO)O)O)O)N=O. Cell line: OVCAR-5. Synergy scores: CSS=-7.89, Synergy_ZIP=-0.609, Synergy_Bliss=-9.49, Synergy_Loewe=-11.5, Synergy_HSA=-10.6.